Dataset: Catalyst prediction with 721,799 reactions and 888 catalyst types from USPTO. Task: Predict which catalyst facilitates the given reaction. (1) Product: [Br:13][CH2:10][C:3]1[CH:2]=[N:1][N:5]2[CH:6]=[CH:7][CH:8]=[CH:9][C:4]=12. The catalyst class is: 2. Reactant: [N:1]1[N:5]2[CH:6]=[CH:7][CH:8]=[CH:9][C:4]2=[C:3]([CH2:10]O)[CH:2]=1.P(Br)(Br)[Br:13]. (2) Reactant: [CH2:1]([C:8]1([N:15]([CH3:17])[CH3:16])[CH2:13][CH2:12][C:11](=O)[CH2:10][CH2:9]1)[C:2]1[CH:7]=[CH:6][CH:5]=[CH:4][CH:3]=1.[CH2:18]([NH2:21])[CH2:19][CH3:20].C(O[BH-](OC(=O)C)OC(=O)C)(=O)C.[Na+].[OH-].[Na+]. Product: [CH2:1]([C:8]1([N:15]([CH3:17])[CH3:16])[CH2:13][CH2:12][CH:11]([NH:21][CH2:18][CH2:19][CH3:20])[CH2:10][CH2:9]1)[C:2]1[CH:7]=[CH:6][CH:5]=[CH:4][CH:3]=1. The catalyst class is: 506. (3) Reactant: Br[C:2]1[CH:7]=[C:6]([S:8]([CH3:11])(=[O:10])=[O:9])[CH:5]=[C:4]([Br:12])[N:3]=1.CCN(CC)CC.[C:20]([O:24][C:25]([N:27]1[CH2:32][CH2:31][NH:30][CH2:29][CH2:28]1)=[O:26])([CH3:23])([CH3:22])[CH3:21].O1CCOCC1. Product: [C:20]([O:24][C:25]([N:27]1[CH2:32][CH2:31][N:30]([C:2]2[CH:7]=[C:6]([S:8]([CH3:11])(=[O:10])=[O:9])[CH:5]=[C:4]([Br:12])[N:3]=2)[CH2:29][CH2:28]1)=[O:26])([CH3:23])([CH3:21])[CH3:22]. The catalyst class is: 326. (4) Reactant: [S:1]1[C:5]2[CH:6]=[CH:7][CH:8]=[CH:9][C:4]=2[N:3]=[C:2]1[N:10]([CH2:35][O:36][CH2:37][CH2:38][Si:39]([CH3:42])([CH3:41])[CH3:40])[C:11]([C:13]1[CH:14]=[CH:15][CH:16]=[C:17]2[C:22]=1[CH2:21][N:20]([C:23]1[S:24][CH:25]=[C:26]([C:28]([O:30][C:31]([CH3:34])([CH3:33])[CH3:32])=[O:29])[N:27]=1)[CH2:19][CH2:18]2)=[O:12].C1C(=O)N([I:50])C(=O)C1. Product: [S:1]1[C:5]2[CH:6]=[CH:7][CH:8]=[CH:9][C:4]=2[N:3]=[C:2]1[N:10]([CH2:35][O:36][CH2:37][CH2:38][Si:39]([CH3:42])([CH3:41])[CH3:40])[C:11]([C:13]1[CH:14]=[CH:15][CH:16]=[C:17]2[C:22]=1[CH2:21][N:20]([C:23]1[S:24][C:25]([I:50])=[C:26]([C:28]([O:30][C:31]([CH3:34])([CH3:33])[CH3:32])=[O:29])[N:27]=1)[CH2:19][CH2:18]2)=[O:12]. The catalyst class is: 91. (5) Reactant: O.[CH3:2][N:3]1[CH2:7][CH2:6][CH2:5][C@H:4]1[C:8]([OH:10])=O.C1CN([P+](ON2N=NC3C=CC=CC2=3)(N2CCCC2)N2CCCC2)CC1.F[P-](F)(F)(F)(F)F.CCN(C(C)C)C(C)C.[NH2:53][C:54]1[CH:55]=[C:56]([C:60]2[N:69]=[C:68]([NH:70][C:71]3[CH:72]=[C:73]4[C:77](=[CH:78][CH:79]=3)[N:76]([C:80]([O:82][C:83]([CH3:86])([CH3:85])[CH3:84])=[O:81])[N:75]=[CH:74]4)[C:67]3[C:62](=[CH:63][CH:64]=[CH:65][CH:66]=3)[N:61]=2)[CH:57]=[CH:58][CH:59]=1. Product: [CH3:2][N:3]1[CH2:7][CH2:6][CH2:5][C@H:4]1[C:8]([NH:53][C:54]1[CH:55]=[C:56]([C:60]2[N:69]=[C:68]([NH:70][C:71]3[CH:72]=[C:73]4[C:77](=[CH:78][CH:79]=3)[N:76]([C:80]([O:82][C:83]([CH3:86])([CH3:85])[CH3:84])=[O:81])[N:75]=[CH:74]4)[C:67]3[C:62](=[CH:63][CH:64]=[CH:65][CH:66]=3)[N:61]=2)[CH:57]=[CH:58][CH:59]=1)=[O:10]. The catalyst class is: 2. (6) Reactant: [Cl:1][C:2]1[CH:3]=[C:4]([NH:8][C:9](=[O:27])[C:10]2[CH:15]=[CH:14][CH:13]=[N:12][C:11]=2[NH:16][CH:17]2[CH2:22][C:21]([CH3:24])([CH3:23])[NH:20][C:19]([CH3:26])([CH3:25])[CH2:18]2)[CH:5]=[CH:6][CH:7]=1.Br[CH2:29][CH2:30][OH:31].C(=O)([O-])[O-].[K+].[K+]. Product: [Cl:1][C:2]1[CH:3]=[C:4]([NH:8][C:9](=[O:27])[C:10]2[CH:15]=[CH:14][CH:13]=[N:12][C:11]=2[NH:16][CH:17]2[CH2:22][C:21]([CH3:23])([CH3:24])[N:20]([CH2:29][CH2:30][OH:31])[C:19]([CH3:26])([CH3:25])[CH2:18]2)[CH:5]=[CH:6][CH:7]=1. The catalyst class is: 10. (7) Reactant: Cl.[O:2]1[C:6]2=[CH:7][N:8]=[CH:9][CH:10]=[C:5]2[C:4](=[O:11])[CH2:3]1.N1C=CN=C1.[C:17]([Si:21](Cl)([C:28]1[CH:33]=[CH:32][CH:31]=[CH:30][CH:29]=1)[C:22]1[CH:27]=[CH:26][CH:25]=[CH:24][CH:23]=1)([CH3:20])([CH3:19])[CH3:18]. Product: [Si:21]([O:11][C:4]1[C:5]2[C:6](=[CH:7][N:8]=[CH:9][CH:10]=2)[O:2][CH:3]=1)([C:17]([CH3:20])([CH3:19])[CH3:18])([C:28]1[CH:29]=[CH:30][CH:31]=[CH:32][CH:33]=1)[C:22]1[CH:27]=[CH:26][CH:25]=[CH:24][CH:23]=1. The catalyst class is: 4. (8) Reactant: C[O:2][C:3]([C@H:5]1[CH2:10][C@@H:9]([N:11]([CH3:22])[S:12]([C:15]2[CH:20]=[CH:19][C:18]([CH3:21])=[CH:17][CH:16]=2)(=[O:14])=[O:13])[CH2:8][N:7]([C:23]([O:25][C:26]([CH3:29])([CH3:28])[CH3:27])=[O:24])[CH2:6]1)=[O:4].C(O)C.[Li+].[OH-]. Product: [C:26]([O:25][C:23]([N:7]1[CH2:8][C@H:9]([N:11]([CH3:22])[S:12]([C:15]2[CH:16]=[CH:17][C:18]([CH3:21])=[CH:19][CH:20]=2)(=[O:14])=[O:13])[CH2:10][C@H:5]([C:3]([OH:4])=[O:2])[CH2:6]1)=[O:24])([CH3:29])([CH3:27])[CH3:28]. The catalyst class is: 6. (9) Reactant: [OH:1][C:2]1[CH:7]=[CH:6][N:5]=[C:4]([C:8]2[CH:13]=[C:12]([OH:14])[CH:11]=[CH:10][N:9]=2)[CH:3]=1.[H-].[Na+].Br[CH2:18][CH2:19][CH2:20][CH2:21][CH:22]=[CH2:23]. Product: [CH2:18]([O:14][C:12]1[CH:11]=[CH:10][N:9]=[C:8]([C:4]2[CH:3]=[C:2]([O:1][CH2:8][CH2:4][CH2:3][CH2:2][CH:7]=[CH2:6])[CH:7]=[CH:6][N:5]=2)[CH:13]=1)[CH2:19][CH2:20][CH2:21][CH:22]=[CH2:23]. The catalyst class is: 3.